This data is from Forward reaction prediction with 1.9M reactions from USPTO patents (1976-2016). The task is: Predict the product of the given reaction. (1) Given the reactants F[C:2]1[CH:3]=[N:4][CH:5]=[CH:6][C:7]=1[C:8]1[O:9][C:10]2[CH:16]=[CH:15][C:14]([C:17]([F:20])([F:19])[F:18])=[CH:13][C:11]=2[N:12]=1.[NH:21]1[CH:25]=[CH:24][N:23]=[CH:22]1.C(=O)([O-])[O-].[K+].[K+].CN(C=O)C, predict the reaction product. The product is: [N:21]1([C:2]2[CH:3]=[N:4][CH:5]=[CH:6][C:7]=2[C:8]2[O:9][C:10]3[CH:16]=[CH:15][C:14]([C:17]([F:20])([F:19])[F:18])=[CH:13][C:11]=3[N:12]=2)[CH:25]=[CH:24][N:23]=[CH:22]1. (2) Given the reactants [C:1]1([C:7]2[CH:12]=[CH:11][N:10]=[C:9]([N:13]3[CH2:20][CH:19]4[CH:15]([CH2:16][NH:17][CH2:18]4)[CH2:14]3)[N:8]=2)[CH:6]=[CH:5][CH:4]=[CH:3][CH:2]=1.[Cl:21][C:22]1[CH:23]=[C:24]([C:28]2[C:29]([C:34](O)=[O:35])=[CH:30][CH:31]=[CH:32][CH:33]=2)[CH:25]=[CH:26][CH:27]=1, predict the reaction product. The product is: [Cl:21][C:22]1[CH:23]=[C:24]([C:28]2[CH:33]=[CH:32][CH:31]=[CH:30][C:29]=2[C:34]([N:17]2[CH2:16][CH:15]3[CH:19]([CH2:20][N:13]([C:9]4[N:8]=[C:7]([C:1]5[CH:2]=[CH:3][CH:4]=[CH:5][CH:6]=5)[CH:12]=[CH:11][N:10]=4)[CH2:14]3)[CH2:18]2)=[O:35])[CH:25]=[CH:26][CH:27]=1.